Dataset: Ames mutagenicity test results for genotoxicity prediction. Task: Regression/Classification. Given a drug SMILES string, predict its toxicity properties. Task type varies by dataset: regression for continuous values (e.g., LD50, hERG inhibition percentage) or binary classification for toxic/non-toxic outcomes (e.g., AMES mutagenicity, cardiotoxicity, hepatotoxicity). Dataset: ames. (1) The molecule is O=C1OC(=O)c2cc([N+](=O)[O-])ccc21. The result is 1 (mutagenic). (2) The molecule is CN(N=O)c1ccncc1. The result is 0 (non-mutagenic).